Dataset: Full USPTO retrosynthesis dataset with 1.9M reactions from patents (1976-2016). Task: Predict the reactants needed to synthesize the given product. (1) Given the product [Cl:1][C:2]1[CH:3]=[CH:4][C:5]([CH:8]2[C:16]3[C:11](=[C:12]([N+:20]([O-:22])=[O:21])[CH:13]=[CH:14][C:15]=3[O:17][CH3:18])[C:10](=[O:19])[O:9]2)=[CH:6][CH:7]=1, predict the reactants needed to synthesize it. The reactants are: [Cl:1][C:2]1[CH:7]=[CH:6][C:5]([CH:8]2[C:16]3[C:11](=[CH:12][CH:13]=[CH:14][C:15]=3[O:17][CH3:18])[C:10](=[O:19])[O:9]2)=[CH:4][CH:3]=1.[N+:20]([O-])([OH:22])=[O:21].S(=O)(=O)(O)O. (2) Given the product [CH2:25]([O:24][C:22]([N:18]1[CH2:19][CH2:20][CH2:21][CH:16]([CH2:15][NH:14][C:6]2[C:5]([C:9]([O:11][CH2:12][CH3:13])=[O:10])=[CH:4][N:3]=[C:2]([Cl:1])[N:7]=2)[CH2:17]1)=[O:23])[C:26]1[CH:31]=[CH:30][CH:29]=[CH:28][CH:27]=1, predict the reactants needed to synthesize it. The reactants are: [Cl:1][C:2]1[N:7]=[C:6](Cl)[C:5]([C:9]([O:11][CH2:12][CH3:13])=[O:10])=[CH:4][N:3]=1.[NH2:14][CH2:15][CH:16]1[CH2:21][CH2:20][CH2:19][N:18]([C:22]([O:24][CH2:25][C:26]2[CH:31]=[CH:30][CH:29]=[CH:28][CH:27]=2)=[O:23])[CH2:17]1.C(N(CC)CC)C.O.